This data is from Reaction yield outcomes from USPTO patents with 853,638 reactions. The task is: Predict the reaction yield, written as a fraction of the theoretical maximum amount of product (1.0 means a 100% yield; for example, 0.34 means a 34% yield). (1) The reactants are C[O:2][C:3]([CH:5]1[CH2:8][N:7]([C:9]2[CH:14]=[CH:13][C:12]([C:15]3[CH2:19][C:18]([C:24]4[CH:29]=[C:28]([Cl:30])[C:27]([Cl:31])=[C:26]([Cl:32])[CH:25]=4)([C:20]([F:23])([F:22])[F:21])[O:17][N:16]=3)=[CH:11][CH:10]=2)[CH2:6]1)=[O:4].[OH-].[Li+]. The catalyst is C1COCC1.CO.O. The product is [Cl:32][C:26]1[CH:25]=[C:24]([C:18]2([C:20]([F:21])([F:23])[F:22])[O:17][N:16]=[C:15]([C:12]3[CH:13]=[CH:14][C:9]([N:7]4[CH2:6][CH:5]([C:3]([OH:4])=[O:2])[CH2:8]4)=[CH:10][CH:11]=3)[CH2:19]2)[CH:29]=[C:28]([Cl:30])[C:27]=1[Cl:31]. The yield is 0.850. (2) The product is [CH3:7][CH:8]([C:16]1[CH:15]=[C:9]([CH:8]=[CH:7][C:6]=1[OH:5])[C:10]([O:12][CH2:13][CH3:14])=[O:11])[C:9]([CH3:15])=[CH2:10]. The yield is 0.270. The reactants are CC(C)=CC[O:5][C:6]1[CH:16]=[CH:15][C:9]([C:10]([O:12][CH2:13][CH3:14])=[O:11])=[CH:8][CH:7]=1. The catalyst is C1(OC)C=CC=CC=1. (3) The reactants are Br[C:2]1[CH:11]=[CH:10][C:5]([C:6]([O:8][CH3:9])=[O:7])=[CH:4][C:3]=1[OH:12].C(=O)([O-])[O-].[Na+].[Na+].[CH3:19][NH:20]C. The catalyst is C(OCC)(=O)C.CC([O-])=O.CC([O-])=O.[Pd+2].[Fe-3](C#N)(C#N)(C#N)(C#N)(C#N)C#N.[K+].[K+].[K+]. The product is [C:19]([C:2]1[CH:11]=[CH:10][C:5]([C:6]([O:8][CH3:9])=[O:7])=[CH:4][C:3]=1[OH:12])#[N:20]. The yield is 0.335. (4) The yield is 0.930. The product is [CH:1]1([C:7]2[CH:13]=[CH:12][C:10]([NH:11][C:24](=[O:26])[CH3:25])=[CH:9][C:8]=2[N+:14]([O-:16])=[O:15])[CH2:2][CH2:3][CH2:4][CH2:5][CH2:6]1. The reactants are [CH:1]1([C:7]2[CH:13]=[CH:12][C:10]([NH2:11])=[CH:9][C:8]=2[N+:14]([O-:16])=[O:15])[CH2:6][CH2:5][CH2:4][CH2:3][CH2:2]1.CCN(CC)CC.[C:24](OC(=O)C)(=[O:26])[CH3:25]. The catalyst is C(Cl)Cl. (5) The reactants are [N:1]1([CH:7]2[CH2:12][CH2:11][NH:10][CH2:9][CH2:8]2)[CH2:6][CH2:5][CH2:4][CH2:3][CH2:2]1.[C:13]([O:17][C:18](=[O:24])[NH:19][CH2:20][CH2:21][CH2:22]Br)([CH3:16])([CH3:15])[CH3:14].C(=O)([O-])[O-].[K+].[K+]. The catalyst is CN(C)C=O. The product is [C:13]([O:17][C:18](=[O:24])[NH:19][CH2:20][CH2:21][CH2:22][N:10]1[CH2:11][CH2:12][CH:7]([N:1]2[CH2:6][CH2:5][CH2:4][CH2:3][CH2:2]2)[CH2:8][CH2:9]1)([CH3:16])([CH3:15])[CH3:14]. The yield is 0.590.